From a dataset of Forward reaction prediction with 1.9M reactions from USPTO patents (1976-2016). Predict the product of the given reaction. (1) Given the reactants [C:1]([O:5][C:6]([NH:8][C:9]1[N:14]=[C:13]([C:15]([OH:17])=O)[CH:12]=[CH:11][CH:10]=1)=[O:7])([CH3:4])([CH3:3])[CH3:2].C1C=CC2N(O)N=NC=2C=1.CCN=C=NCCCN(C)C.Cl.Cl.[N+:41]([C:44]1[CH:51]=[CH:50][C:47]([CH2:48][NH2:49])=[CH:46][CH:45]=1)([O-:43])=[O:42], predict the reaction product. The product is: [N+:41]([C:44]1[CH:45]=[CH:46][C:47]([CH2:48][NH:49][C:15]([C:13]2[N:14]=[C:9]([NH:8][C:6](=[O:7])[O:5][C:1]([CH3:2])([CH3:3])[CH3:4])[CH:10]=[CH:11][CH:12]=2)=[O:17])=[CH:50][CH:51]=1)([O-:43])=[O:42]. (2) Given the reactants [Cl:1][C:2]1[CH:20]=[CH:19][C:5]2[C:6]3[C:12]([CH2:13][S:14][CH2:15][C:16]([NH2:18])=[O:17])=[CH:11][CH:10]=[CH:9][C:7]=3[O:8][C:4]=2[CH:3]=1.[OH:21]O, predict the reaction product. The product is: [Cl:1][C:2]1[CH:20]=[CH:19][C:5]2[C:6]3[C:12]([CH2:13][S:14]([CH2:15][C:16]([NH2:18])=[O:17])=[O:21])=[CH:11][CH:10]=[CH:9][C:7]=3[O:8][C:4]=2[CH:3]=1. (3) Given the reactants [CH2:1]([O:8][C:9]1[CH:14]=[CH:13][C:12]([C:15]2[N:24]([CH2:25][O:26][CH2:27][CH2:28][Si:29]([CH3:32])([CH3:31])[CH3:30])[C:18]3=[N:19][C:20](Cl)=[CH:21][CH:22]=[C:17]3[N:16]=2)=[CH:11][CH:10]=1)[C:2]1[CH:7]=[CH:6][CH:5]=[CH:4][CH:3]=1.[NH2:33][C:34]1[CH:35]=[N:36][N:37]([C:39]([O:41][C:42]([CH3:45])([CH3:44])[CH3:43])=[O:40])[CH:38]=1.C([O-])([O-])=O.[K+].[K+], predict the reaction product. The product is: [CH2:1]([O:8][C:9]1[CH:14]=[CH:13][C:12]([C:15]2[N:24]([CH2:25][O:26][CH2:27][CH2:28][Si:29]([CH3:32])([CH3:31])[CH3:30])[C:18]3=[N:19][C:20]([NH:33][C:34]4[CH:35]=[N:36][N:37]([C:39]([O:41][C:42]([CH3:45])([CH3:44])[CH3:43])=[O:40])[CH:38]=4)=[CH:21][CH:22]=[C:17]3[N:16]=2)=[CH:11][CH:10]=1)[C:2]1[CH:7]=[CH:6][CH:5]=[CH:4][CH:3]=1. (4) Given the reactants [CH:1]([N:4]1[C:8]([C:9]2[CH:14]=[C:13]([CH:15]([CH3:17])[CH3:16])[C:12]([O:18][CH2:19][O:20][CH3:21])=[CH:11][C:10]=2[O:22][CH2:23][O:24][CH3:25])=[N:7][NH:6][C:5]1=[S:26])([CH3:3])[CH3:2].[C:27](=O)([O-])[O-].[K+].[K+].CI, predict the reaction product. The product is: [CH:1]([N:4]1[C:5]([S:26][CH3:27])=[N:6][N:7]=[C:8]1[C:9]1[CH:14]=[C:13]([CH:15]([CH3:17])[CH3:16])[C:12]([O:18][CH2:19][O:20][CH3:21])=[CH:11][C:10]=1[O:22][CH2:23][O:24][CH3:25])([CH3:2])[CH3:3].